The task is: Predict which catalyst facilitates the given reaction.. This data is from Catalyst prediction with 721,799 reactions and 888 catalyst types from USPTO. (1) Reactant: I[C:2]1[CH:7]=[C:6]([CH3:8])[CH:5]=[C:4]([N+:9]([O-:11])=[O:10])[C:3]=1[NH2:12].[C:13]1([C:19]#[CH:20])[CH:18]=[CH:17][CH:16]=[CH:15][CH:14]=1.C(N(CC)CC)C.[I-]. Product: [CH3:8][C:6]1[CH:7]=[C:2]([C:20]#[C:19][C:13]2[CH:18]=[CH:17][CH:16]=[CH:15][CH:14]=2)[C:3]([NH2:12])=[C:4]([N+:9]([O-:11])=[O:10])[CH:5]=1. The catalyst class is: 30. (2) Reactant: C([N:8]1[CH2:13][C@H:12]2[C@:10]([N:14]([CH3:16])[CH3:15])([CH2:11]2)[CH2:9]1)C1C=CC=CC=1. Product: [CH3:15][N:14]([CH3:16])[C@:10]12[CH2:11][C@H:12]1[CH2:13][NH:8][CH2:9]2. The catalyst class is: 105. (3) Reactant: Cl[C:2]1[CH:7]=[C:6]([CH3:8])[N:5]=[C:4]([CH3:9])[C:3]=1[C:10]([C:12]1[CH:17]=[CH:16][C:15]([Cl:18])=[CH:14][CH:13]=1)=O.O.[NH2:20][NH2:21]. Product: [Cl:18][C:15]1[CH:16]=[CH:17][C:12]([C:10]2[C:3]3[C:4]([CH3:9])=[N:5][C:6]([CH3:8])=[CH:7][C:2]=3[NH:21][N:20]=2)=[CH:13][CH:14]=1. The catalyst class is: 212. (4) Reactant: [C:1]([Si:5]([CH3:35])([CH3:34])[O:6][CH2:7][CH2:8][O:9][C:10]1[S:11][C:12](/[CH:15]=[C:16](\[C:32]#[N:33])/[C:17]([N:19]([CH:29]2[CH2:31][CH2:30]2)[CH2:20][C:21]2[CH:26]=[CH:25][CH:24]=[C:23]([CH3:27])[C:22]=2[CH3:28])=[O:18])=[CH:13][N:14]=1)([CH3:4])([CH3:3])[CH3:2].C1COCC1.[BH4-].[Na+].[OH-].[Na+]. Product: [C:1]([Si:5]([CH3:35])([CH3:34])[O:6][CH2:7][CH2:8][O:9][C:10]1[S:11][C:12]([CH2:15][CH:16]([C:32]#[N:33])[C:17]([N:19]([CH:29]2[CH2:31][CH2:30]2)[CH2:20][C:21]2[CH:26]=[CH:25][CH:24]=[C:23]([CH3:27])[C:22]=2[CH3:28])=[O:18])=[CH:13][N:14]=1)([CH3:4])([CH3:3])[CH3:2]. The catalyst class is: 100. (5) Reactant: [Br:1][C:2]1[CH:7]=[CH:6][C:5]([CH:8](Br)[CH3:9])=[CH:4][CH:3]=1.[Cl:11][C:12]1[CH:17]=[CH:16][C:15]([OH:18])=[CH:14][C:13]=1[N+:19]([O-:21])=[O:20].C([O-])([O-])=O.[K+].[K+]. Product: [Br:1][C:2]1[CH:7]=[CH:6][C:5]([CH:8]([O:18][C:15]2[CH:16]=[CH:17][C:12]([Cl:11])=[C:13]([N+:19]([O-:21])=[O:20])[CH:14]=2)[CH3:9])=[CH:4][CH:3]=1. The catalyst class is: 18. (6) Reactant: C(=O)([O-])[O-].[K+].[K+].C(O)(C)(C)C.Cl[C:13]1[C:22]2[C:17](=[CH:18][C:19]([F:24])=[CH:20][C:21]=2[F:23])[N:16]=[C:15]([N:25]2[CH2:28][CH2:27][C:26]2=[O:29])[C:14]=1[CH3:30].[CH3:31][O:32][C:33]1[CH:34]=[C:35]([C:39]2[CH:40]=[N:41][C:42]([N:46]3[CH2:51][CH2:50][O:49][CH2:48][CH2:47]3)=[CH:43][C:44]=2[NH2:45])[CH:36]=[N:37][CH:38]=1. Product: [F:23][C:21]1[CH:20]=[C:19]([F:24])[CH:18]=[C:17]2[C:22]=1[C:13]([NH:45][C:44]1[CH:43]=[C:42]([N:46]3[CH2:47][CH2:48][O:49][CH2:50][CH2:51]3)[N:41]=[CH:40][C:39]=1[C:35]1[CH:36]=[N:37][CH:38]=[C:33]([O:32][CH3:31])[CH:34]=1)=[C:14]([CH3:30])[C:15]([N:25]1[CH2:28][CH2:27][C:26]1=[O:29])=[N:16]2. The catalyst class is: 11.